From a dataset of Full USPTO retrosynthesis dataset with 1.9M reactions from patents (1976-2016). Predict the reactants needed to synthesize the given product. (1) Given the product [NH2:14][C:11]1[CH:12]=[CH:13][C:8]([O:7][CH2:6][C:2]2([CH3:1])[CH2:5][O:4][CH2:3]2)=[C:9]([N:17]2[C:21](=[O:22])[N:20]([CH3:23])[N:19]=[N:18]2)[CH:10]=1, predict the reactants needed to synthesize it. The reactants are: [CH3:1][C:2]1([CH2:6][O:7][C:8]2[CH:13]=[CH:12][C:11]([N+:14]([O-])=O)=[CH:10][C:9]=2[N:17]2[C:21](=[O:22])[N:20]([CH3:23])[N:19]=[N:18]2)[CH2:5][O:4][CH2:3]1. (2) Given the product [F:1][C:2]1[C:7]([C:8]2[CH:13]=[CH:12][CH:11]=[C:10]([F:14])[CH:9]=2)=[CH:6][C:5]([CH3:15])=[CH:4][C:3]=1[CH2:16][NH:17][C:18]1[C:19]([CH3:26])=[C:20]([CH:21]=[CH:22][C:23]=1[CH3:24])[O:25][CH2:34][C:35]([O:37][CH:38]([CH3:40])[CH3:39])=[O:36], predict the reactants needed to synthesize it. The reactants are: [F:1][C:2]1[C:7]([C:8]2[CH:13]=[CH:12][CH:11]=[C:10]([F:14])[CH:9]=2)=[CH:6][C:5]([CH3:15])=[CH:4][C:3]=1[CH2:16][NH:17][C:18]1[C:19]([CH3:26])=[C:20]([OH:25])[CH:21]=[CH:22][C:23]=1[CH3:24].C([O-])([O-])=O.[Cs+].[Cs+].Br[CH2:34][C:35]([O:37][CH:38]([CH3:40])[CH3:39])=[O:36].O. (3) Given the product [F:18][C:14]1[CH:13]=[C:12]([C:9]2[CH:10]=[C:11]3[C:6](=[CH:7][CH:8]=2)[N:5]=[C:4]([C:19]2[CH:20]=[N:21][CH:22]=[CH:23][CH:24]=2)[N:3]=[C:2]3[NH:25][CH2:26][CH2:27][C:28]([OH:30])=[O:29])[CH:17]=[CH:16][CH:15]=1, predict the reactants needed to synthesize it. The reactants are: Cl[C:2]1[C:11]2[C:6](=[CH:7][CH:8]=[C:9]([C:12]3[CH:17]=[CH:16][CH:15]=[C:14]([F:18])[CH:13]=3)[CH:10]=2)[N:5]=[C:4]([C:19]2[CH:20]=[N:21][CH:22]=[CH:23][CH:24]=2)[N:3]=1.[NH2:25][CH2:26][CH2:27][C:28]([OH:30])=[O:29].CCN(C(C)C)C(C)C.C([O-])([O-])=O.[K+].[K+]. (4) The reactants are: [OH-:1].[Na+].[CH2:3]1[CH:10]2[NH:11][CH:5]([CH2:6][C:7]([CH2:9]2)=O)[CH2:4]1.Cl.[CH2:13](Cl)[C:14]1[CH:19]=[CH:18][CH:17]=[CH:16][CH:15]=1.Cl.[NH2:22]O. Given the product [CH2:13]([N:11]1[CH:5]2[CH2:4][CH2:3][CH:10]1[CH2:9][C:7](=[N:22][OH:1])[CH2:6]2)[C:14]1[CH:19]=[CH:18][CH:17]=[CH:16][CH:15]=1, predict the reactants needed to synthesize it. (5) Given the product [CH3:37][C:36]1[CH:35]=[CH:34][C:18]([C:19]([NH:21][C:22]2[CH:27]=[CH:26][CH:25]=[C:24]([N:28]3[CH2:29][CH2:30][O:31][CH2:32][CH2:33]3)[CH:23]=2)=[O:20])=[CH:17][C:16]=1[NH:15][C:13](=[O:14])[C:12]1[CH:38]=[CH:39][CH:40]=[C:10]([CH2:9][N:5]2[CH2:6][CH2:7][N:2]([CH3:1])[CH2:3][CH2:4]2)[CH:11]=1, predict the reactants needed to synthesize it. The reactants are: [CH3:1][N:2]1[CH2:7][CH2:6][NH:5][CH2:4][CH2:3]1.Cl[CH2:9][C:10]1[CH:11]=[C:12]([CH:38]=[CH:39][CH:40]=1)[C:13]([NH:15][C:16]1[CH:17]=[C:18]([CH:34]=[CH:35][C:36]=1[CH3:37])[C:19]([NH:21][C:22]1[CH:27]=[CH:26][CH:25]=[C:24]([N:28]2[CH2:33][CH2:32][O:31][CH2:30][CH2:29]2)[CH:23]=1)=[O:20])=[O:14].C(=O)([O-])[O-].[K+].[K+].CC(C)=O. (6) Given the product [CH3:18][O:17][C:14]1[CH:13]=[CH:12][C:11]([CH2:10][N:9]2[C:5]([C:3]([OH:4])=[O:2])=[CH:6][C:7]([NH:19][C:20]([C:22]3[N:26]([CH2:27][C:28]4[CH:29]=[CH:30][C:31]([O:34][CH3:35])=[CH:32][CH:33]=4)[N:25]=[C:24]([NH:36][C:37]([C:39]4[N:43]([CH2:44][C:45]5[CH:46]=[CH:47][C:48]([O:51][CH3:52])=[CH:49][CH:50]=5)[N:42]=[C:41]([N+:53]([O-:55])=[O:54])[CH:40]=4)=[O:38])[CH:23]=3)=[O:21])=[N:8]2)=[CH:16][CH:15]=1, predict the reactants needed to synthesize it. The reactants are: C[O:2][C:3]([C:5]1[N:9]([CH2:10][C:11]2[CH:16]=[CH:15][C:14]([O:17][CH3:18])=[CH:13][CH:12]=2)[N:8]=[C:7]([NH:19][C:20]([C:22]2[N:26]([CH2:27][C:28]3[CH:33]=[CH:32][C:31]([O:34][CH3:35])=[CH:30][CH:29]=3)[N:25]=[C:24]([NH:36][C:37]([C:39]3[N:43]([CH2:44][C:45]4[CH:50]=[CH:49][C:48]([O:51][CH3:52])=[CH:47][CH:46]=4)[N:42]=[C:41]([N+:53]([O-:55])=[O:54])[CH:40]=3)=[O:38])[CH:23]=2)=[O:21])[CH:6]=1)=[O:4].[OH-].[Li+]. (7) The reactants are: CN1C=C(CN(C)C(C2N(C3C=CC(F)=CC=3)C(S)=NC=2)=O)C(C)=N1.[Cl:26][C:27]1[CH:32]=[CH:31][CH:30]=[C:29]([Cl:33])[C:28]=1[S:34][CH2:35][C:36]1[N:37]([C:46]2[CH:51]=[CH:50][C:49]([F:52])=[CH:48][CH:47]=2)[C:38]([C:41]([O:43]CC)=[O:42])=[CH:39][N:40]=1.[OH-].[Li+].C1COCC1. Given the product [Cl:26][C:27]1[CH:32]=[CH:31][CH:30]=[C:29]([Cl:33])[C:28]=1[S:34][CH2:35][C:36]1[N:37]([C:46]2[CH:51]=[CH:50][C:49]([F:52])=[CH:48][CH:47]=2)[C:38]([C:41]([OH:43])=[O:42])=[CH:39][N:40]=1, predict the reactants needed to synthesize it.